Dataset: Catalyst prediction with 721,799 reactions and 888 catalyst types from USPTO. Task: Predict which catalyst facilitates the given reaction. (1) Reactant: [CH3:1][C:2]1([CH3:14])[C:6]([CH3:8])([CH3:7])[O:5][B:4]([C:9]2[CH:10]=[N:11][NH:12][CH:13]=2)[O:3]1.[CH:15]1(Br)[CH2:19][CH2:18][CH2:17][CH2:16]1.C(=O)([O-])[O-].[Cs+].[Cs+]. Product: [CH:15]1([N:12]2[CH:13]=[C:9]([B:4]3[O:5][C:6]([CH3:7])([CH3:8])[C:2]([CH3:14])([CH3:1])[O:3]3)[CH:10]=[N:11]2)[CH2:19][CH2:18][CH2:17][CH2:16]1. The catalyst class is: 10. (2) Reactant: [CH:1]1([C:4]2[CH:5]=[C:6]([C@@H:16]([CH2:32][C@H:33]3[CH2:37][CH2:36][C:35](=[O:38])[CH2:34]3)[C:17]([NH:19][C:20]3[N:25]=[CH:24][C:23]([CH2:26][C:27]([O:29]CC)=[O:28])=[CH:22][CH:21]=3)=[O:18])[CH:7]=[CH:8][C:9]=2[S:10]([CH:13]2[CH2:15][CH2:14]2)(=[O:12])=[O:11])[CH2:3][CH2:2]1.[OH-].[Na+].C(O)C.[ClH:44]. Product: [ClH:44].[CH:1]1([C:4]2[CH:5]=[C:6]([C@@H:16]([CH2:32][C@H:33]3[CH2:37][CH2:36][C:35](=[O:38])[CH2:34]3)[C:17]([NH:19][C:20]3[N:25]=[CH:24][C:23]([CH2:26][C:27]([OH:29])=[O:28])=[CH:22][CH:21]=3)=[O:18])[CH:7]=[CH:8][C:9]=2[S:10]([CH:13]2[CH2:15][CH2:14]2)(=[O:11])=[O:12])[CH2:3][CH2:2]1. The catalyst class is: 1. (3) Reactant: [OH:1][C@@:2]1([CH2:50][O:51][CH3:52])[CH2:7][CH2:6][CH2:5][CH2:4][C@H:3]1[N:8]1[C:12]([C:13]2[CH:18]=[CH:17][CH:16]=[CH:15][CH:14]=2)=[C:11]([C:19]([N:21]2[CH2:26][CH2:25][N:24]([C:27]([O:29][CH2:30][C:31]3[CH:36]=[CH:35][CH:34]=[CH:33][CH:32]=3)=[O:28])[CH2:23][C@H:22]2[CH2:37][CH2:38][O:39][C:40]2[CH:45]=[CH:44][C:43]([C:46]([O:48]C)=[O:47])=[CH:42][CH:41]=2)=[O:20])[N:10]=[CH:9]1.[OH-].[Na+].Cl. Product: [CH2:30]([O:29][C:27]([N:24]1[CH2:25][CH2:26][N:21]([C:19]([C:11]2[N:10]=[CH:9][N:8]([C@@H:3]3[CH2:4][CH2:5][CH2:6][CH2:7][C@@:2]3([OH:1])[CH2:50][O:51][CH3:52])[C:12]=2[C:13]2[CH:14]=[CH:15][CH:16]=[CH:17][CH:18]=2)=[O:20])[C@H:22]([CH2:37][CH2:38][O:39][C:40]2[CH:41]=[CH:42][C:43]([C:46]([OH:48])=[O:47])=[CH:44][CH:45]=2)[CH2:23]1)=[O:28])[C:31]1[CH:36]=[CH:35][CH:34]=[CH:33][CH:32]=1. The catalyst class is: 5. (4) Reactant: [C:1]([O:9]CC)(=[O:8])[CH2:2][C:3](OCC)=O.[H-].[Na+].ClC[C:16]1[CH:17]=[N:18][O:19][C:20]=1[C:21]1[CH:26]=[CH:25][C:24]([F:27])=[CH:23][C:22]=1[F:28].Cl. Product: [F:28][C:22]1[CH:23]=[C:24]([F:27])[CH:25]=[CH:26][C:21]=1[C:20]1[O:19][N:18]=[CH:17][C:16]=1[CH2:3][CH2:2][C:1]([OH:9])=[O:8]. The catalyst class is: 7. (5) Reactant: [CH2:1]([O:8][C:9]1[S:13][C:12]([CH:14]=O)=[CH:11][CH:10]=1)[C:2]1[CH:7]=[CH:6][CH:5]=[CH:4][CH:3]=1.[N:16]1C=CC=CC=1.Cl.NO.C(N1C=CN=C1)(N1C=CN=C1)=O.C(N(CC)CC)C. Product: [CH2:1]([O:8][C:9]1[S:13][C:12]([C:14]#[N:16])=[CH:11][CH:10]=1)[C:2]1[CH:7]=[CH:6][CH:5]=[CH:4][CH:3]=1. The catalyst class is: 35. (6) Reactant: N1C=CC=CC=1.N1CCCCC1.[C:13](O)(=O)[CH2:14][C:15]([OH:17])=[O:16].[F:20][C:21]1[CH:28]=[CH:27][C:24](C=O)=[C:23]([CH3:29])[CH:22]=1. Product: [F:20][C:21]1[CH:28]=[CH:27][C:24]([CH:13]=[CH:14][C:15]([OH:17])=[O:16])=[C:23]([CH3:29])[CH:22]=1. The catalyst class is: 6.